This data is from Peptide-MHC class I binding affinity with 185,985 pairs from IEDB/IMGT. The task is: Regression. Given a peptide amino acid sequence and an MHC pseudo amino acid sequence, predict their binding affinity value. This is MHC class I binding data. (1) The peptide sequence is NTQGYFPDWQ. The MHC is HLA-B44:03 with pseudo-sequence HLA-B44:03. The binding affinity (normalized) is 0. (2) The peptide sequence is IRHVYHNLK. The MHC is HLA-A03:01 with pseudo-sequence HLA-A03:01. The binding affinity (normalized) is 0.0847. (3) The peptide sequence is ARHGEYAPF. The MHC is HLA-B58:01 with pseudo-sequence HLA-B58:01. The binding affinity (normalized) is 0.0847. (4) The peptide sequence is SKLRALLTL. The MHC is HLA-B58:01 with pseudo-sequence HLA-B58:01. The binding affinity (normalized) is 0.0847.